The task is: Predict the product of the given reaction.. This data is from Forward reaction prediction with 1.9M reactions from USPTO patents (1976-2016). (1) Given the reactants Cl.C[O:3][C:4]1(OC)[C:12]2[C:7](=[CH:8][CH:9]=[C:10]([S:13][CH2:14][CH2:15][C:16]3[CH:26]=[CH:25][C:19]([C:20]([O:22][CH2:23][CH3:24])=[O:21])=[CH:18][CH:17]=3)[CH:11]=2)[N:6]([CH3:27])[C:5]1=[O:28].O.C(OCC)(=O)C, predict the reaction product. The product is: [O:28]=[C:5]1[C:4](=[O:3])[C:12]2[C:7](=[CH:8][CH:9]=[C:10]([S:13][CH2:14][CH2:15][C:16]3[CH:26]=[CH:25][C:19]([C:20]([O:22][CH2:23][CH3:24])=[O:21])=[CH:18][CH:17]=3)[CH:11]=2)[N:6]1[CH3:27]. (2) The product is: [Cl:1][C:2]1[C:3]([C:12]([Cl:18])=[O:14])=[N:4][CH:5]=[C:6]([O:8][CH:9]([F:11])[F:10])[CH:7]=1. Given the reactants [Cl:1][C:2]1[C:3]([C:12]([OH:14])=O)=[N:4][CH:5]=[C:6]([O:8][CH:9]([F:11])[F:10])[CH:7]=1.C(Cl)(=O)C([Cl:18])=O.CN(C)C=O, predict the reaction product. (3) Given the reactants [C:1]([NH:8][C@H:9]([C:14]([OH:16])=[O:15])[CH2:10][CH:11]([CH3:13])[CH3:12])([O:3][C:4]([CH3:7])([CH3:6])[CH3:5])=[O:2].[NH2:17][C@H:18]([C:23]([OH:25])=O)[CH2:19][CH:20]([CH3:22])[CH3:21].Cl.[CH3:27][NH:28][O:29][CH3:30].O.ON1C2C=CC=CC=2N=N1.CN1CCOCC1.Cl.C(N=C=NCCCN(C)C)C, predict the reaction product. The product is: [C:1]([NH:8][C@H:9]([C:14]([OH:16])=[O:15])[CH2:10][CH:11]([CH3:12])[CH3:13])([O:3][C:4]([CH3:6])([CH3:5])[CH3:7])=[O:2].[CH3:27][N:28]([O:29][CH3:30])[C:23](=[O:25])[C@H:18]([CH2:19][CH:20]([CH3:22])[CH3:21])[NH2:17]. (4) Given the reactants [CH2:1]([NH:4][C:5]1[N:6]([C:23]2[CH:24]=[C:25]([CH:29]=[CH:30][C:31]=2[CH3:32])[C:26]([OH:28])=O)[C:7](=[O:22])[C:8]([Cl:21])=[C:9]([O:11][CH2:12][C:13]2[CH:18]=[CH:17][C:16]([F:19])=[CH:15][C:14]=2[F:20])[N:10]=1)[CH:2]=[CH2:3].ClC(OCC(C)C)=O.CN1CCOCC1.[CH2:48]([NH2:51])[CH:49]=[CH2:50], predict the reaction product. The product is: [CH2:48]([NH:51][C:26](=[O:28])[C:25]1[CH:29]=[CH:30][C:31]([CH3:32])=[C:23]([N:6]2[C:7](=[O:22])[C:8]([Cl:21])=[C:9]([O:11][CH2:12][C:13]3[CH:18]=[CH:17][C:16]([F:19])=[CH:15][C:14]=3[F:20])[N:10]=[C:5]2[NH:4][CH2:1][CH:2]=[CH2:3])[CH:24]=1)[CH:49]=[CH2:50]. (5) Given the reactants [Cl:1][C:2]1[CH:7]=[C:6]([C:8]([F:11])([F:10])[F:9])[N:5]=[C:4]([C:12]2[CH:17]=[N:16][CH:15]=[CH:14][N:13]=2)[N:3]=1.[Cl:18][C:19]1[C:25]([O:26][CH3:27])=[CH:24][C:22]([NH2:23])=[C:21]([O:28][CH3:29])[CH:20]=1, predict the reaction product. The product is: [ClH:1].[Cl:18][C:19]1[C:25]([O:26][CH3:27])=[CH:24][C:22]([NH:23][C:2]2[CH:7]=[C:6]([C:8]([F:11])([F:10])[F:9])[N:5]=[C:4]([C:12]3[CH:17]=[N:16][CH:15]=[CH:14][N:13]=3)[N:3]=2)=[C:21]([O:28][CH3:29])[CH:20]=1. (6) Given the reactants [Br:1][C:2]1[CH:11]=[CH:10][C:9]([O:12][CH:13]2[CH2:18][CH2:17][N:16]([C:19]([O:21][C:22]([CH3:25])([CH3:24])[CH3:23])=[O:20])[CH2:15][CH2:14]2)=[C:8]2[C:3]=1[CH:4]=[N:5][C:6](Cl)=[N:7]2.[NH2:27][C:28]1[CH:33]=[CH:32][C:31]([N:34]2[CH2:39][CH2:38][O:37][CH2:36][CH2:35]2)=[C:30]([Cl:40])[CH:29]=1, predict the reaction product. The product is: [Br:1][C:2]1[CH:11]=[CH:10][C:9]([O:12][CH:13]2[CH2:14][CH2:15][N:16]([C:19]([O:21][C:22]([CH3:24])([CH3:23])[CH3:25])=[O:20])[CH2:17][CH2:18]2)=[C:8]2[C:3]=1[CH:4]=[N:5][C:6]([NH:27][C:28]1[CH:33]=[CH:32][C:31]([N:34]3[CH2:35][CH2:36][O:37][CH2:38][CH2:39]3)=[C:30]([Cl:40])[CH:29]=1)=[N:7]2.